Dataset: Full USPTO retrosynthesis dataset with 1.9M reactions from patents (1976-2016). Task: Predict the reactants needed to synthesize the given product. (1) Given the product [F:13][C:14]1[CH:21]=[CH:20][C:19]([O:7][CH2:6][C:5]2[CH:8]=[CH:9][CH:10]=[C:3]([O:2][CH3:1])[CH:4]=2)=[CH:18][C:15]=1[C:16]#[N:17], predict the reactants needed to synthesize it. The reactants are: [CH3:1][O:2][C:3]1[CH:4]=[C:5]([CH:8]=[CH:9][CH:10]=1)[CH2:6][OH:7].[H-].[Na+].[F:13][C:14]1[CH:21]=[CH:20][CH:19]=[C:18](F)[C:15]=1[C:16]#[N:17]. (2) Given the product [CH3:3][N:4]1[C:8]2[CH:9]=[C:10]([C:13]([OH:15])=[O:14])[CH:11]=[CH:12][C:7]=2[NH:6][C:5]1=[O:17], predict the reactants needed to synthesize it. The reactants are: [OH-].[Na+].[CH3:3][N:4]1[C:8]2[CH:9]=[C:10]([C:13]([O:15]C)=[O:14])[CH:11]=[CH:12][C:7]=2[NH:6][C:5]1=[O:17]. (3) Given the product [NH2:51][C:49](=[O:50])[CH2:48][N:17]1[C:12](=[N:11][S:8]([C:5]2[CH:6]=[CH:7][C:2]([CH3:1])=[CH:3][CH:4]=2)(=[O:10])=[O:9])[CH:13]=[CH:14][C:15]([O:18][C:19]2[CH:20]=[C:21]([NH:25][C:26](=[O:37])[C:27]3[CH:32]=[CH:31][CH:30]=[C:29]([C:33]([F:35])([F:36])[F:34])[CH:28]=3)[CH:22]=[CH:23][CH:24]=2)=[CH:16]1, predict the reactants needed to synthesize it. The reactants are: [CH3:1][C:2]1[CH:7]=[CH:6][C:5]([S:8]([NH:11][C:12]2[N:17]=[CH:16][C:15]([O:18][C:19]3[CH:20]=[C:21]([NH:25][C:26](=[O:37])[C:27]4[CH:32]=[CH:31][CH:30]=[C:29]([C:33]([F:36])([F:35])[F:34])[CH:28]=4)[CH:22]=[CH:23][CH:24]=3)=[CH:14][CH:13]=2)(=[O:10])=[O:9])=[CH:4][CH:3]=1.C(N(CC)C(C)C)(C)C.I[CH2:48][C:49]([NH2:51])=[O:50].O. (4) Given the product [CH2:10]([O:12][C:13](=[O:17])[CH:14]=[CH:15][C:9]#[C:8][C:5]1[CH:6]=[CH:7][C:2]([Br:1])=[CH:3][CH:4]=1)[CH3:11], predict the reactants needed to synthesize it. The reactants are: [Br:1][C:2]1[CH:7]=[CH:6][C:5]([C:8]#[CH:9])=[CH:4][CH:3]=1.[CH2:10]([O:12][C:13](=[O:17])/[CH:14]=[CH:15]\I)[CH3:11]. (5) Given the product [F:25][C:20]1[CH:19]=[C:18]([C@H:8]2[NH:7][C:12](=[O:13])[C:11]([CH3:17])([CH3:16])[S:10][CH2:9]2)[CH:23]=[C:22]([F:24])[CH:21]=1, predict the reactants needed to synthesize it. The reactants are: C(S([NH:7][C@H:8]([C:18]1[CH:23]=[C:22]([F:24])[CH:21]=[C:20]([F:25])[CH:19]=1)[CH2:9][S:10][C:11]([CH3:17])([CH3:16])[C:12](OC)=[O:13])=O)(C)(C)C.Cl.C(N(CC)CC)C.C1(C)C=CC=CC=1.